This data is from Catalyst prediction with 721,799 reactions and 888 catalyst types from USPTO. The task is: Predict which catalyst facilitates the given reaction. (1) Reactant: [CH3:1][C:2]1[N:3]([CH2:13][C:14]([O:16]CC)=[O:15])[C:4]2[CH2:5][CH2:6][C:7]([CH3:12])([CH3:11])[CH2:8][C:9]=2[CH:10]=1.[C:19]1([SH:25])[CH:24]=[CH:23][CH:22]=[CH:21][CH:20]=1.II.[OH-].[Na+].Cl. Product: [CH3:1][C:2]1[N:3]([CH2:13][C:14]([OH:16])=[O:15])[C:4]2[CH2:5][CH2:6][C:7]([CH3:11])([CH3:12])[CH2:8][C:9]=2[C:10]=1[S:25][C:19]1[CH:24]=[CH:23][CH:22]=[CH:21][CH:20]=1. The catalyst class is: 3. (2) Reactant: [CH3:1][O:2][C:3]1[CH:8]=[CH:7][C:6](B(O)O)=[CH:5][CH:4]=1.[O-]P([O-])([O-])=O.[K+].[K+].[K+].O.Br[C:22]1[N:23]=[C:24]([C:31]([C:33]2[CH:38]=[CH:37][C:36]([N+:39]([O-:41])=[O:40])=[C:35]([O:42][CH3:43])[CH:34]=2)=[O:32])[N:25]2[CH:30]=[CH:29][CH:28]=[CH:27][C:26]=12. Product: [CH3:43][O:42][C:35]1[CH:34]=[C:33]([C:31]([C:24]2[N:25]3[CH:30]=[CH:29][CH:28]=[CH:27][C:26]3=[C:22]([C:6]3[CH:7]=[CH:8][C:3]([O:2][CH3:1])=[CH:4][CH:5]=3)[N:23]=2)=[O:32])[CH:38]=[CH:37][C:36]=1[N+:39]([O-:41])=[O:40]. The catalyst class is: 77. (3) Product: [CH:22]1([C:11]2[CH:16]=[CH:15][CH:14]=[CH:13][C:12]=2[C:17]([F:20])([F:19])[F:18])[CH2:26][CH2:25][CH2:24][CH2:23]1. Reactant: [Mg].CN(CCN(C)C)C.Br[C:11]1[CH:16]=[CH:15][CH:14]=[CH:13][C:12]=1[C:17]([F:20])([F:19])[F:18].Br[CH:22]1[CH2:26][CH2:25][CH2:24][CH2:23]1. The catalyst class is: 134. (4) Product: [F:9][C:3]1[CH:4]=[C:5]([OH:8])[CH:6]=[CH:7][C:2]=1[NH:1][C:16](=[O:17])[O:18][CH2:19][C:20]1[CH:25]=[CH:24][CH:23]=[CH:22][CH:21]=1. Reactant: [NH2:1][C:2]1[CH:7]=[CH:6][C:5]([OH:8])=[CH:4][C:3]=1[F:9].C(=O)([O-])O.[Na+].Cl[C:16]([O:18][CH2:19][C:20]1[CH:25]=[CH:24][CH:23]=[CH:22][CH:21]=1)=[O:17]. The catalyst class is: 30. (5) Reactant: [N:1]1([CH2:6][CH2:7][CH2:8][NH2:9])[CH:5]=[CH:4][N:3]=[CH:2]1.[CH:10](=O)[CH2:11][CH2:12][CH2:13][CH3:14].C(O[C:19](=[O:29])[C:20](=[O:28])[CH2:21][C:22]1[CH:27]=[CH:26][CH:25]=[CH:24][CH:23]=1)C. Product: [CH2:11]([CH:10]1[N:9]([CH2:8][CH2:7][CH2:6][N:1]2[CH:5]=[CH:4][N:3]=[CH:2]2)[C:19](=[O:29])[C:20]([OH:28])=[C:21]1[C:22]1[CH:23]=[CH:24][CH:25]=[CH:26][CH:27]=1)[CH2:12][CH2:13][CH3:14]. The catalyst class is: 8. (6) Reactant: [CH3:1][C:2]([CH:17]1[CH2:22][CH2:21][N:20](C(OC(C)(C)C)=O)[CH2:19][CH2:18]1)([S:4]([C:7]1[CH:12]=[CH:11][CH:10]=[C:9]([C:13]([F:16])([F:15])[F:14])[CH:8]=1)(=[O:6])=[O:5])[CH3:3].Cl. Product: [CH3:3][C:2]([CH:17]1[CH2:22][CH2:21][NH:20][CH2:19][CH2:18]1)([S:4]([C:7]1[CH:12]=[CH:11][CH:10]=[C:9]([C:13]([F:15])([F:14])[F:16])[CH:8]=1)(=[O:5])=[O:6])[CH3:1]. The catalyst class is: 13. (7) Reactant: COCCOC.Br[C:8]1[CH:9]=[C:10]([CH:13]=[CH:14][CH:15]=1)[CH:11]=[O:12].[CH3:16][C:17]1[C:18](B(O)O)=[CH:19][C:20]2[C:21]([CH3:30])([CH3:29])[CH2:22][CH2:23][C:24]([CH3:28])([CH3:27])[C:25]=2[CH:26]=1.C(=O)([O-])[O-].[K+].[K+]. Product: [CH3:16][C:17]1[C:18]([C:8]2[CH:9]=[C:10]([CH:13]=[CH:14][CH:15]=2)[CH:11]=[O:12])=[CH:19][C:20]2[C:21]([CH3:30])([CH3:29])[CH2:22][CH2:23][C:24]([CH3:28])([CH3:27])[C:25]=2[CH:26]=1. The catalyst class is: 8.